From a dataset of Forward reaction prediction with 1.9M reactions from USPTO patents (1976-2016). Predict the product of the given reaction. Given the reactants Cl[C:2]([O:4][CH2:5][C:6]1[CH:11]=[CH:10][CH:9]=[CH:8][CH:7]=1)=[O:3].[Br:12][C:13]1[C:22]2[O:21][CH2:20][CH2:19][NH:18][C:17]=2[CH:16]=[C:15]([Cl:23])[CH:14]=1.[OH-].[Na+], predict the reaction product. The product is: [CH2:5]([O:4][C:2]([N:18]1[C:17]2[CH:16]=[C:15]([Cl:23])[CH:14]=[C:13]([Br:12])[C:22]=2[O:21][CH2:20][CH2:19]1)=[O:3])[C:6]1[CH:11]=[CH:10][CH:9]=[CH:8][CH:7]=1.